This data is from Drug-target binding data from BindingDB using IC50 measurements. The task is: Regression. Given a target protein amino acid sequence and a drug SMILES string, predict the binding affinity score between them. We predict pIC50 (pIC50 = -log10(IC50 in M); higher means more potent). Dataset: bindingdb_ic50. (1) The drug is C[C@@H](CO)NC1CCN(c2ccc(Nc3ncc4c5ccncc5n(C5CCCC5)c4n3)nc2)CC1. The target protein (P11802) has sequence MATSRYEPVAEIGVGAYGTVYKARDPHSGHFVALKSVRVPNGGGGGGGLPISTVREVALLRRLEAFEHPNVVRLMDVCATSRTDREIKVTLVFEHVDQDLRTYLDKAPPPGLPAETIKDLMRQFLRGLDFLHANCIVHRDLKPENILVTSGGTVKLADFGLARIYSYQMALTPVVVTLWYRAPEVLLQSTYATPVDMWSVGCIFAEMFRRKPLFCGNSEADQLGKIFDLIGLPPEDDWPRDVSLPRGAFPPRGPRPVQSVVPEMEESGAQLLLEMLTFNPHKRISAFRALQHSYLHKDEGNPE. The pIC50 is 8.6. (2) The small molecule is O=C(c1nc2cccnn2c1-c1cccc(Cl)c1)N1CCC1. The target protein sequence is MMHVNNFPFRRHSWICFDVDNGTSAGRSPLDPMTSPGSGLILQANFVHSQRRESFLYRSDSDYDLSPKSMSRNSSIASDIHGDDLIVTPFAQVLASLRTVRNNFAALTNLQDRAPSKRSPMCNQPSINKATITEEAYQKLASETLEELDWCLDQLETLQTRHSVSEMASNKFKRMLNRELTHLSEMSRSGNQVSEFISNTFLDKQHEVEIPSPTQKEKEKKKRPMSQISGVKKLMHSSSLTNSSIPRFGVKTEQEDVLAKELEDVNKWGLHVFRIAELSGNRPLTVIMHTIFQERDLLKTFKIPVDTLITYLMTLEDHYHADVAYHNNIHAADVVQSTHVLLSTPALEAVFTDLEILAAIFASAIHDVDHPGVSNQFLINTNSELALMYNDSSVLENHHLAVGFKLLQEENCDIFQNLTKKQRQSLRKMVIDIVLATDMSKHMNLLADLKTMVETKKVTSSGVLLLDNYSDRIQVLQNMVHCADLSNPTKPLQLYRQWTD.... The pIC50 is 6.0. (3) The compound is COc1ccc(-c2c(C)c3c(c(C)c2[C@H](OC(C)(C)C)C(=O)O)CCN(C(=O)c2cccc(F)c2)CC3)cc1. The target protein (P03409) has sequence MAHFPGFGQSLLFGYPVYVFGDCVQGDWCPISGGLCSARLHRHALLATCPEHQITWDPIDGRVIGSALQFLIPRLPSFPTQRTSKTLKVLTPPITHTTPNIPPSFLQAMRKYSPFRNGYMEPTLGQHLPTLSFPDPGLRPQNLYTLWGGSVVCMYLYQLSPPITWPLLPHVIFCHPGQLGAFLTNVPYKRIEELLYKISLTTGALIILPEDCLPTTLFQPARAPVTLTAWQNGLLPFHSTLTTPGLIWTFTDGTPMISGPCPKDGQPSLVLQSSSFIFHKFQTKAYHPSFLLSHGLIQYSSFHSLHLLFEEYTNIPISLLFNEKEADDNDHEPQISPGGLEPPSEKHFRETEV. The pIC50 is 7.1. (4) The compound is O=C(/C=C/c1cccs1)c1ccc(N2CCOCC2)cc1. The target protein (P42574) has sequence MENTENSVDSKSIKNLEPKIIHGSESMDSGISLDNSYKMDYPEMGLCIIINNKNFHKSTGMTSRSGTDVDAANLRETFRNLKYEVRNKNDLTREEIVELMRDVSKEDHSKRSSFVCVLLSHGEEGIIFGTNGPVDLKKITNFFRGDRCRSLTGKPKLFIIQACRGTELDCGIETDSGVDDDMACHKIPVEADFLYAYSTAPGYYSWRNSKDGSWFIQSLCAMLKQYADKLEFMHILTRVNRKVATEFESFSFDATFHAKKQIPCIVSMLTKELYFYH. The pIC50 is 5.2. (5) The compound is CN1CC[C@H](N(C)C(=O)N2CC(c3cc(F)ccc3F)=C[C@@]2(CO)c2ccccc2)[C@H](F)C1. The target protein (Q02241) has sequence MKSARAKTPRKPTVKKGSQTNLKDPVGVYCRVRPLGFPDQECCIEVINNTTVQLHTPEGYRLNRNGDYKETQYSFKQVFGTHTTQKELFDVVANPLVNDLIHGKNGLLFTYGVTGSGKTHTMTGSPGEGGLLPRCLDMIFNSIGSFQAKRYVFKSNDRNSMDIQCEVDALLERQKREAMPNPKTSSSKRQVDPEFADMITVQEFCKAEEVDEDSVYGVFVSYIEIYNNYIYDLLEEVPFDPIKPKPPQSKLLREDKNHNMYVAGCTEVEVKSTEEAFEVFWRGQKKRRIANTHLNRESSRSHSVFNIKLVQAPLDADGDNVLQEKEQITISQLSLVDLAGSERTNRTRAEGNRLREAGNINQSLMTLRTCMDVLRENQMYGTNKMVPYRDSKLTHLFKNYFDGEGKVRMIVCVNPKAEDYEENLQVMRFAEVTQEVEVARPVDKAICGLTPGRRYRNQPRGPVGNEPLVTDVVLQSFPPLPSCEILDINDEQTLPRLIEA.... The pIC50 is 4.3. (6) The drug is COc1cc(-c2ccccc2)c(-c2ccc(S(C)(=O)=O)cc2)c(=O)o1. The target protein (O62698) has sequence MLARALLLCAAVALSGAANPCCSHPCQNRGVCMSVGFDQYKCDCTRTGFYGENCTTPEFLTRIKLLLKPTPNTVHYILTHFKGVWNIVNKISFLRNMIMRYVLTSRSHLIESPPTYNVHYSYKSWEAFSNLSYYTRALPPVPDDCPTPMGVKGRKELPDSKEVVKKVLLRRKFIPDPQGTNLMFAFFAQHFTHQFFKTDFERGPAFTKGKNHGVDLSHIYGESLERQHKLRLFKDGKMKYQMINGEMYPPTVKDTQVEMIYPPHVPEHLKFAVGQEVFGLVPGLMMYATIWLREHNRVCDVLKQEHPEWGDEQLFQTSRLILIGETIKIVIEDYVQHLSGYHFKLKFDPELLFNQQFQYQNRIAAEFNTLYHWHPLLPDVFQIDGQEYNYQQFIYNNSVLLEHGLTQFVESFTRQRAGRVAGGRNLPVAVEKVSKASIDQSREMKYQSFNEYRKRFLVKPYESFEELTGEKEMAAELEALYGDIDAMEFYPALLVEKPRP.... The pIC50 is 4.5. (7) The pIC50 is 4.0. The small molecule is NCCCCC(Oc1ccc(C(F)(F)F)cc1)c1cccc(F)c1. The target protein (Q9UHI5) has sequence MEEGARHRNNTEKKHPGGGESDASPEAGSGGGGVALKKEIGLVSACGIIVGNIIGSGIFVSPKGVLENAGSVGLALIVWIVTGFITVVGALCYAELGVTIPKSGGDYSYVKDIFGGLAGFLRLWIAVLVIYPTNQAVIALTFSNYVLQPLFPTCFPPESGLRLLAAICLLLLTWVNCSSVRWATRVQDIFTAGKLLALALIIIMGIVQICKGEYFWLEPKNAFENFQEPDIGLVALAFLQGSFAYGGWNFLNYVTEELVDPYKNLPRAIFISIPLVTFVYVFANVAYVTAMSPQELLASNAVAVTFGEKLLGVMAWIMPISVALSTFGGVNGSLFTSSRLFFAGAREGHLPSVLAMIHVKRCTPIPALLFTCISTLLMLVTSDMYTLINYVGFINYLFYGVTVAGQIVLRWKKPDIPRPIKINLLFPIIYLLFWAFLLVFSLWSEPVVCGIGLAIMLTGVPVYFLGVYWQHKPKCFSDFIELLTLVSQKMCVVVYPEVER....